From a dataset of Reaction yield outcomes from USPTO patents with 853,638 reactions. Predict the reaction yield, written as a fraction of the theoretical maximum amount of product (1.0 means a 100% yield; for example, 0.34 means a 34% yield). The reactants are [Cl:1][C:2]1[CH:3]=[C:4]2[C:12](=[CH:13][CH:14]=1)[NH:11][C:10]1[C:9](=O)[CH2:8][CH2:7][CH2:6][C:5]2=1.C([O-])(=O)C.[NH4+].C([BH3-])#[N:22].[Na+].Cl. The catalyst is CO. The product is [Cl:1][C:2]1[CH:3]=[C:4]2[C:12](=[CH:13][CH:14]=1)[NH:11][C:10]1[CH:9]([NH2:22])[CH2:8][CH2:7][CH2:6][C:5]2=1. The yield is 0.520.